Task: Predict the product of the given reaction.. Dataset: Forward reaction prediction with 1.9M reactions from USPTO patents (1976-2016) (1) The product is: [ClH:8].[Cl:8][C:6]1[C:5]([CH3:9])=[CH:4][C:3]2[N:10]([CH:11]3[CH2:12][CH2:13][N:14]([C@H:17]4[CH2:22][CH2:21][C@H:20]([O:23][CH3:24])[CH2:19][CH2:18]4)[CH2:15][CH2:16]3)[C:35](=[O:37])[NH:1][C:2]=2[CH:7]=1. Given the reactants [NH2:1][C:2]1[CH:7]=[C:6]([Cl:8])[C:5]([CH3:9])=[CH:4][C:3]=1[NH:10][CH:11]1[CH2:16][CH2:15][N:14]([C@H:17]2[CH2:22][CH2:21][C@H:20]([O:23][CH3:24])[CH2:19][CH2:18]2)[CH2:13][CH2:12]1.C(N(C(C)C)CC)(C)C.Cl[C:35](Cl)([O:37]C(=O)OC(Cl)(Cl)Cl)Cl.C([O-])(O)=O.[Na+].N1C(=O)N=C2C=CC=CC=12, predict the reaction product. (2) Given the reactants C(S(C1C=CC([C@H](NC(C2C=C3CN[C@@H](C(C)C)C3=NC=2)=O)CO)=CC=1)(=O)=O)C.[CH2:30]([S:32][C:33]1[CH:38]=[CH:37][C:36]([C@@H:39]([NH:43][S@@](C(C)(C)C)=O)[CH2:40][O:41][CH3:42])=[CH:35][CH:34]=1)[CH3:31], predict the reaction product. The product is: [CH2:30]([S:32][C:33]1[CH:38]=[CH:37][C:36]([C@@H:39]([NH2:43])[CH2:40][O:41][CH3:42])=[CH:35][CH:34]=1)[CH3:31]. (3) Given the reactants O.O.[Sn](Cl)Cl.Cl.[Br:7][C:8]1[CH:13]=[C:12]([N+:14]([O-])=O)[CH:11]=[CH:10][C:9]=1[S:17]([C:20]([CH3:23])([CH3:22])[CH3:21])(=[O:19])=[O:18].[OH-].[Na+], predict the reaction product. The product is: [Br:7][C:8]1[CH:13]=[C:12]([CH:11]=[CH:10][C:9]=1[S:17]([C:20]([CH3:23])([CH3:22])[CH3:21])(=[O:19])=[O:18])[NH2:14]. (4) Given the reactants [NH2:1][CH2:2][CH:3]([C:9]1([CH3:14])[O:13][CH2:12][CH2:11][O:10]1)[C:4]([O:6][CH2:7][CH3:8])=[O:5].[F:15][C:16]1[CH:17]=[C:18]2[C:23](=O)[O:22][C:20](=[O:21])[C:19]2=[CH:25][CH:26]=1, predict the reaction product. The product is: [F:15][C:16]1[CH:17]=[C:18]2[C:19](=[CH:25][CH:26]=1)[C:20](=[O:21])[N:1]([CH2:2][CH:3]([C:9]1([CH3:14])[O:10][CH2:11][CH2:12][O:13]1)[C:4]([O:6][CH2:7][CH3:8])=[O:5])[C:23]2=[O:22]. (5) Given the reactants [CH3:1][O:2][C:3]1[CH:56]=[CH:55][CH:54]=[CH:53][C:4]=1[CH2:5][O:6][CH2:7][CH2:8][CH2:9][O:10][C:11]1[CH:16]=[CH:15][C:14]([CH:17]2[CH2:22][CH2:21][N:20]([C:23]([O:25][C:26]([CH3:29])([CH3:28])[CH3:27])=[O:24])[CH2:19][CH:18]2[O:30][CH2:31][CH2:32][O:33][C:34]2[CH:39]=[CH:38][CH:37]=[CH:36][C:35]=2[CH2:40][CH2:41]OS(C2C=CC(C)=CC=2)(=O)=O)=[CH:13][CH:12]=1.Cl.[CH3:58][NH:59][CH3:60].[CH2:61](N(CC)CC)C, predict the reaction product. The product is: [CH3:58][N:59]([CH3:61])[CH2:60][CH2:41][CH2:40][C:35]1[CH:36]=[CH:37][CH:38]=[CH:39][C:34]=1[O:33][CH2:32][CH2:31][O:30][CH:18]1[CH:17]([C:14]2[CH:13]=[CH:12][C:11]([O:10][CH2:9][CH2:8][CH2:7][O:6][CH2:5][C:4]3[CH:53]=[CH:54][CH:55]=[CH:56][C:3]=3[O:2][CH3:1])=[CH:16][CH:15]=2)[CH2:22][CH2:21][N:20]([C:23]([O:25][C:26]([CH3:27])([CH3:28])[CH3:29])=[O:24])[CH2:19]1.